Task: Regression. Given a peptide amino acid sequence and an MHC pseudo amino acid sequence, predict their binding affinity value. This is MHC class II binding data.. Dataset: Peptide-MHC class II binding affinity with 134,281 pairs from IEDB (1) The peptide sequence is GAFLVRNGKKLIPSW. The MHC is DRB1_0801 with pseudo-sequence DRB1_0801. The binding affinity (normalized) is 0.750. (2) The peptide sequence is INKGILVTVNPIAST. The MHC is HLA-DQA10201-DQB10402 with pseudo-sequence HLA-DQA10201-DQB10402. The binding affinity (normalized) is 0.311. (3) The peptide sequence is FAVATITHAAELQRV. The MHC is HLA-DQA10104-DQB10503 with pseudo-sequence HLA-DQA10104-DQB10503. The binding affinity (normalized) is 0.353.